Task: Predict the reaction yield, written as a fraction of the theoretical maximum amount of product (1.0 means a 100% yield; for example, 0.34 means a 34% yield).. Dataset: Reaction yield outcomes from USPTO patents with 853,638 reactions The yield is 0.774. The reactants are [NH2:1][C:2]1[CH:7]=[C:6]([C:8]([F:11])([F:10])[F:9])[CH:5]=[CH:4][C:3]=1[NH:12][CH:13]1[CH2:18][CH2:17][O:16][CH2:15][CH2:14]1.[CH3:19][O:20][CH2:21][C:22](Cl)=O. The catalyst is O1CCOCC1. The product is [CH3:19][O:20][CH2:21][C:22]1[N:12]([CH:13]2[CH2:18][CH2:17][O:16][CH2:15][CH2:14]2)[C:3]2[CH:4]=[CH:5][C:6]([C:8]([F:10])([F:11])[F:9])=[CH:7][C:2]=2[N:1]=1.